This data is from Full USPTO retrosynthesis dataset with 1.9M reactions from patents (1976-2016). The task is: Predict the reactants needed to synthesize the given product. (1) The reactants are: [C:1](=[O:8])([O:3][C:4]([CH3:7])([CH3:6])[CH3:5])[NH2:2].[OH-].[Na+].Cl[O:12]C(C)(C)C.CC[C@@H]1[C@@H]2C[C@H]([C@@H](OC3C4C(=CC=CC=4)C(O[C@@H](C4C=CN=C5C=4C=C(OC)C=C5)[C@@H]4N5C[C@H](CC)[C@@H](CC5)C4)=NN=3)C3C=CN=C4C=3C=C(OC)C=C4)N(CC2)C1.[Br:75][C:76]1[CH:77]=[C:78](/[CH:83]=[CH:84]/[C:85]2[CH:90]=[C:89]([F:91])[CH:88]=[CH:87][C:86]=2[F:92])[C:79]([F:82])=[N:80][CH:81]=1. Given the product [Br:75][C:76]1[CH:77]=[C:78]([C@@H:83]([NH:2][C:1](=[O:8])[O:3][C:4]([CH3:7])([CH3:6])[CH3:5])[C@@H:84]([C:85]2[CH:90]=[C:89]([F:91])[CH:88]=[CH:87][C:86]=2[F:92])[OH:12])[C:79]([F:82])=[N:80][CH:81]=1, predict the reactants needed to synthesize it. (2) Given the product [F:1][C:2]1[CH:7]=[CH:6][C:5]([C:11]#[C:10][CH2:9][OH:12])=[CH:4][CH:3]=1, predict the reactants needed to synthesize it. The reactants are: [F:1][C:2]1[CH:7]=[CH:6][C:5](I)=[CH:4][CH:3]=1.[CH2:9]([OH:12])[C:10]#[CH:11].C(NC(C)C)(C)C. (3) The reactants are: Cl[C:2]1[C:11]2[C:6](=[CH:7][C:8]([O:14][CH2:15][CH2:16][CH2:17][N:18]3[CH2:22][CH2:21][CH2:20][CH2:19]3)=[C:9]([O:12][CH3:13])[CH:10]=2)[N:5]=[CH:4][N:3]=1.[CH3:23][N:24]1[C:29]2[CH:30]=[C:31]([OH:34])[CH:32]=[CH:33][C:28]=2[O:27][CH2:26][CH2:25]1. Given the product [CH3:13][O:12][C:9]1[CH:10]=[C:11]2[C:6](=[CH:7][C:8]=1[O:14][CH2:15][CH2:16][CH2:17][N:18]1[CH2:22][CH2:21][CH2:20][CH2:19]1)[N:5]=[CH:4][N:3]=[C:2]2[O:34][C:31]1[CH:32]=[CH:33][C:28]2[O:27][CH2:26][CH2:25][N:24]([CH3:23])[C:29]=2[CH:30]=1, predict the reactants needed to synthesize it.